Dataset: Full USPTO retrosynthesis dataset with 1.9M reactions from patents (1976-2016). Task: Predict the reactants needed to synthesize the given product. (1) Given the product [ClH:7].[NH2:29][O:30][CH2:31][C:32]([O:34][N:35]1[C:39](=[O:40])[CH2:38][CH2:37][C:36]1=[O:41])=[O:33], predict the reactants needed to synthesize it. The reactants are: P([O-])([O-])([O-])=O.[Na+].[Cl-:7].C(N(CC(O)=O)CC(O)=O)CN(CC(O)=O)CC(O)=O.Cl.[NH2:29][O:30][CH2:31][C:32]([O:34][N:35]1[C:39](=[O:40])[CH2:38][CH2:37][C:36]1=[O:41])=[O:33].CN(C=O)C. (2) Given the product [Cl:1][C:2]1[C:11]2[C:6](=[CH:7][CH:8]=[C:9]([C:12]([C:14]3[N:18]([CH3:19])[CH:17]=[N:16][CH:15]=3)([OH:13])[CH3:33])[CH:10]=2)[N:5]=[C:4]([O:20][CH3:21])[C:3]=1[CH2:22][C:23]1[CH:24]=[CH:25][C:26]([C:29]([F:30])([F:32])[F:31])=[CH:27][CH:28]=1, predict the reactants needed to synthesize it. The reactants are: [Cl:1][C:2]1[C:11]2[C:6](=[CH:7][CH:8]=[C:9]([C:12]([C:14]3[N:18]([CH3:19])[CH:17]=[N:16][CH:15]=3)=[O:13])[CH:10]=2)[N:5]=[C:4]([O:20][CH3:21])[C:3]=1[CH2:22][C:23]1[CH:28]=[CH:27][C:26]([C:29]([F:32])([F:31])[F:30])=[CH:25][CH:24]=1.[CH3:33]C#N.C(=O)=O.[Li]C. (3) Given the product [F:8][C:7]1[CH:6]=[CH:5][CH:4]=[C:3]([N+:9]([O-:11])=[O:10])[C:2]=1[NH:15][CH2:14][CH2:12][OH:13], predict the reactants needed to synthesize it. The reactants are: F[C:2]1[C:7]([F:8])=[CH:6][CH:5]=[CH:4][C:3]=1[N+:9]([O-:11])=[O:10].[CH2:12]([CH2:14][NH2:15])[OH:13]. (4) Given the product [CH3:1][C:2]1[N:3]=[C:4]([C:13]2[CH:18]=[CH:17][CH:16]=[CH:15][C:14]=2[N+:19]([O-:21])=[O:20])[S:5][CH:6]=1, predict the reactants needed to synthesize it. The reactants are: [CH3:1][C:2]1[N:3]=[CH:4][S:5][CH:6]=1.C([Li])CCC.F[C:13]1[CH:18]=[CH:17][CH:16]=[CH:15][C:14]=1[N+:19]([O-:21])=[O:20]. (5) Given the product [CH3:57][O:58][C:59]1[CH:64]=[CH:63][C:62]([C:65]#[C:66][C:2]2[CH:7]=[CH:6][CH:5]=[CH:4][C:3]=2[C:8]2[N:13]=[C:12]([N:14]3[C:18]([C:19]([F:20])([F:21])[F:22])=[C:17]([C:23]([O:25][CH2:26][CH3:27])=[O:24])[CH:16]=[N:15]3)[CH:11]=[CH:10][CH:9]=2)=[CH:61][CH:60]=1, predict the reactants needed to synthesize it. The reactants are: O[C:2]1[CH:7]=[CH:6][CH:5]=[CH:4][C:3]=1[C:8]1[N:13]=[C:12]([N:14]2[C:18]([C:19]([F:22])([F:21])[F:20])=[C:17]([C:23]([O:25][CH2:26][CH3:27])=[O:24])[CH:16]=[N:15]2)[CH:11]=[CH:10][CH:9]=1.N1C=CC=CC=1.FC(F)(F)S(OS(C(F)(F)F)(=O)=O)(=O)=O.[O-]S(C(F)(F)F)(=O)=O.[CH3:57][O:58][C:59]1[CH:64]=[CH:63][C:62]([C:65]#[CH:66])=[CH:61][CH:60]=1.C(N(CC)CC)C. (6) Given the product [Cl:19][C:16]1[CH:15]=[C:3]2[C:2](=[CH:18][CH:17]=1)[NH:1][C:5]([C:9]1[CH:10]=[CH:11][CH:12]=[CH:13][C:8]=1[C:7]([OH:6])=[O:14])=[CH:4]2, predict the reactants needed to synthesize it. The reactants are: [NH2:1][C:2]1[CH:18]=[CH:17][C:16]([Cl:19])=[CH:15][C:3]=1[CH:4]=[C:5]1[C:9]2[CH:10]=[CH:11][CH:12]=[CH:13][C:8]=2[C:7](=[O:14])[O:6]1.[OH-].[Na+].Cl.